This data is from Catalyst prediction with 721,799 reactions and 888 catalyst types from USPTO. The task is: Predict which catalyst facilitates the given reaction. (1) Reactant: C(OC([N:8]1[CH2:13][CH:12]=[C:11]([C:14]2[N:19]=[CH:18][C:17]([NH:20][C:21]([C:23]3[CH:24]=[N:25][N:26]([C:29]4[CH:34]=[CH:33][C:32]([C:35]([F:38])([F:37])[F:36])=[CH:31][N:30]=4)[C:27]=3[CH3:28])=[O:22])=[CH:16][CH:15]=2)[CH2:10][CH2:9]1)=O)(C)(C)C.FC(F)(F)C(O)=O.[OH-].[Na+]. Product: [CH3:28][C:27]1[N:26]([C:29]2[CH:34]=[CH:33][C:32]([C:35]([F:37])([F:36])[F:38])=[CH:31][N:30]=2)[N:25]=[CH:24][C:23]=1[C:21]([NH:20][C:17]1[CH:18]=[N:19][C:14]([C:11]2[CH2:12][CH2:13][NH:8][CH2:9][CH:10]=2)=[CH:15][CH:16]=1)=[O:22]. The catalyst class is: 4. (2) Reactant: [H-].[Na+].[N+:3]([C:6]1[CH:14]=[CH:13][CH:12]=[C:11]2[C:7]=1[CH:8]=[CH:9][NH:10]2)([O-:5])=[O:4].Cl[CH2:16][C:17]1[CH:33]=[CH:32][C:20]([O:21][Si:22]([CH:29]([CH3:31])[CH3:30])([CH:26]([CH3:28])[CH3:27])[CH:23]([CH3:25])[CH3:24])=[C:19]([CH:34]([CH3:36])[CH3:35])[CH:18]=1. Product: [CH:34]([C:19]1[CH:18]=[C:17]([CH:33]=[CH:32][C:20]=1[O:21][Si:22]([CH:29]([CH3:31])[CH3:30])([CH:26]([CH3:28])[CH3:27])[CH:23]([CH3:25])[CH3:24])[CH2:16][N:10]1[C:11]2[C:7](=[C:6]([N+:3]([O-:5])=[O:4])[CH:14]=[CH:13][CH:12]=2)[CH:8]=[CH:9]1)([CH3:36])[CH3:35]. The catalyst class is: 9. (3) Reactant: [F:1][C:2]1[CH:7]=[CH:6][C:5]([C:8]2[C:25]([C:26]3[CH:31]=[CH:30][C:29](=[O:32])[N:28]([C:33]4[CH:38]=[CH:37][CH:36]=[CH:35][C:34]=4[CH3:39])[N:27]=3)=[C:11]3[N:12]([CH2:16][CH2:17][C:18]([O:20]C(C)(C)C)=[O:19])[CH2:13][CH2:14][CH2:15][N:10]3[N:9]=2)=[CH:4][CH:3]=1.FC(F)(F)C(O)=O.O.C([O-])(O)=O.[Na+]. Product: [F:1][C:2]1[CH:3]=[CH:4][C:5]([C:8]2[C:25]([C:26]3[CH:31]=[CH:30][C:29](=[O:32])[N:28]([C:33]4[CH:38]=[CH:37][CH:36]=[CH:35][C:34]=4[CH3:39])[N:27]=3)=[C:11]3[N:12]([CH2:16][CH2:17][C:18]([OH:20])=[O:19])[CH2:13][CH2:14][CH2:15][N:10]3[N:9]=2)=[CH:6][CH:7]=1. The catalyst class is: 22. (4) Reactant: [CH2:1]([O:8][N:9]([CH2:12][C:13]1([C:19]([OH:21])=O)[CH2:18][CH2:17][CH2:16][CH2:15][CH2:14]1)[CH:10]=[O:11])[C:2]1[CH:7]=[CH:6][CH:5]=[CH:4][CH:3]=1.[NH:22]([C:24]1[N:29]=[C:28]([C:30]([F:33])([F:32])[F:31])[CH:27]=[CH:26][N:25]=1)[NH2:23].CN1CCOCC1.C1C=NC2N(O)N=NC=2C=1.Cl.CN(C)CCCN=C=NCC. Product: [CH2:1]([O:8][N:9]([CH2:12][C:13]1([C:19]([NH:23][NH:22][C:24]2[N:29]=[C:28]([C:30]([F:32])([F:31])[F:33])[CH:27]=[CH:26][N:25]=2)=[O:21])[CH2:14][CH2:15][CH2:16][CH2:17][CH2:18]1)[CH:10]=[O:11])[C:2]1[CH:3]=[CH:4][CH:5]=[CH:6][CH:7]=1. The catalyst class is: 3. (5) Reactant: [H-].[Na+].[Cl:3][C:4]1[N:9]=[CH:8][NH:7][C:6]2=[N:10][CH:11]=[CH:12][C:5]=12.[CH3:13][Si:14]([CH3:21])([CH3:20])[CH2:15][CH2:16][O:17][CH2:18]Cl. Product: [Cl:3][C:4]1[C:5]2[CH:12]=[CH:11][N:10]([CH2:18][O:17][CH2:16][CH2:15][Si:14]([CH3:21])([CH3:20])[CH3:13])[C:6]=2[N:7]=[CH:8][N:9]=1. The catalyst class is: 80. (6) Reactant: [Br:1][C:2]1[C:3](=[O:8])[NH:4][CH:5]=[CH:6][CH:7]=1.C([O-])(C)(C)C.[K+].F[C:16]1[CH:21]=[CH:20][C:19]([N+:22]([O-:24])=[O:23])=[CH:18][C:17]=1[CH2:25][O:26][CH3:27].Cl. Product: [Br:1][C:2]1[C:3](=[O:8])[N:4]([C:16]2[CH:21]=[CH:20][C:19]([N+:22]([O-:24])=[O:23])=[CH:18][C:17]=2[CH2:25][O:26][CH3:27])[CH:5]=[CH:6][CH:7]=1. The catalyst class is: 60. (7) Reactant: Cl.[F:2][C:3]1[CH:8]=[CH:7][CH:6]=[CH:5][C:4]=1[C:9]1[CH:10]=[N:11][NH:12][CH:13]=1.CCN(C(C)C)C(C)C.Cl[C:24](Cl)([O:26]C(=O)OC(Cl)(Cl)Cl)Cl.Cl.[NH2:36][CH2:37][C:38]([N:40]1[CH2:45][CH2:44][N:43]([C:46](=[O:58])[C:47]2[CH:52]=[C:51]([F:53])[CH:50]=[CH:49][C:48]=2[C:54]([F:57])([F:56])[F:55])[CH2:42][CH2:41]1)=[O:39]. Product: [F:53][C:51]1[CH:50]=[CH:49][C:48]([C:54]([F:55])([F:57])[F:56])=[C:47]([CH:52]=1)[C:46]([N:43]1[CH2:42][CH2:41][N:40]([C:38](=[O:39])[CH2:37][NH:36][C:24]([N:12]2[CH:13]=[C:9]([C:4]3[CH:5]=[CH:6][CH:7]=[CH:8][C:3]=3[F:2])[CH:10]=[N:11]2)=[O:26])[CH2:45][CH2:44]1)=[O:58]. The catalyst class is: 34. (8) Reactant: [F:1][C:2]1[CH:10]=[C:9]([N:11]2[CH2:16][C@@H:15]3[CH2:17][C@H:12]2[CH2:13][N:14]3[C:18]2[CH:23]=[CH:22][CH:21]=[C:20]([C:24]([F:27])([F:26])[F:25])[CH:19]=2)[CH:8]=[CH:7][C:3]=1[C:4]([OH:6])=[O:5].Cl.[CH3:29]COCC. Product: [F:1][C:2]1[CH:10]=[C:9]([N:11]2[CH2:16][C@@H:15]3[CH2:17][C@H:12]2[CH2:13][N:14]3[C:18]2[CH:23]=[CH:22][CH:21]=[C:20]([C:24]([F:25])([F:27])[F:26])[CH:19]=2)[CH:8]=[CH:7][C:3]=1[C:4]([O:6][CH3:29])=[O:5]. The catalyst class is: 5. (9) Reactant: [N+:1]([C:4]1[CH:13]=[C:12]2[C:7]([CH2:8][CH2:9][C:10](=O)[CH2:11]2)=[CH:6][CH:5]=1)([O-:3])=[O:2].[C:15]([O:19][C:20]([N:22]1[CH2:27][CH2:26][CH:25]([CH2:28][NH2:29])[CH2:24][CH2:23]1)=[O:21])([CH3:18])([CH3:17])[CH3:16].C(O[BH-](OC(=O)C)OC(=O)C)(=O)C.[Na+].CO.C(Cl)Cl. Product: [C:15]([O:19][C:20]([N:22]1[CH2:27][CH2:26][CH:25]([CH2:28][NH:29][CH:10]2[CH2:9][CH2:8][C:7]3[C:12](=[CH:13][C:4]([N+:1]([O-:3])=[O:2])=[CH:5][CH:6]=3)[CH2:11]2)[CH2:24][CH2:23]1)=[O:21])([CH3:18])([CH3:17])[CH3:16]. The catalyst class is: 68. (10) Reactant: Cl.[C:2]1([CH:8]([C:14]2[CH:19]=[CH:18][CH:17]=[CH:16][CH:15]=2)[N:9]2[CH2:12][CH:11]([OH:13])[CH2:10]2)[CH:7]=[CH:6][CH:5]=[CH:4][CH:3]=1.[H-].[Na+].[CH3:22]COC(C)=O.O. Product: [C:14]1([CH:8]([C:2]2[CH:3]=[CH:4][CH:5]=[CH:6][CH:7]=2)[N:9]2[CH2:12][CH:11]([O:13][CH3:22])[CH2:10]2)[CH:15]=[CH:16][CH:17]=[CH:18][CH:19]=1. The catalyst class is: 3.